This data is from Full USPTO retrosynthesis dataset with 1.9M reactions from patents (1976-2016). The task is: Predict the reactants needed to synthesize the given product. (1) Given the product [CH:1]1([C:7]2([CH3:14])[C:11](=[O:12])[N:10]([CH2:16][C:17]([C:19]3[CH:24]=[CH:23][CH:22]=[C:21]([OH:25])[CH:20]=3)=[O:18])[N:9]=[C:8]2[CH3:13])[CH2:2][CH2:3][CH2:4][CH2:5][CH2:6]1, predict the reactants needed to synthesize it. The reactants are: [CH:1]1([C:7]2([CH3:14])[C:11](=[O:12])[NH:10][N:9]=[C:8]2[CH3:13])[CH2:6][CH2:5][CH2:4][CH2:3][CH2:2]1.Br[CH2:16][C:17]([C:19]1[CH:24]=[CH:23][CH:22]=[C:21]([OH:25])[CH:20]=1)=[O:18]. (2) Given the product [N:5]1([CH2:8][C:9]([NH:11][C:12]2[CH:13]=[C:14]([CH:38]=[C:39]([C:41]([F:43])([F:44])[F:42])[CH:40]=2)[C:15]([NH:17][C:18]2[CH:19]=[C:20]([C:24]3[N:29]4[N:30]=[CH:31][C:32]([C:33]([O:35][CH2:36][CH3:37])=[O:34])=[C:28]4[N:27]=[CH:26][CH:25]=3)[CH:21]=[CH:22][CH:23]=2)=[O:16])=[O:10])[CH2:6][CH2:7][CH2:3][CH2:4]1, predict the reactants needed to synthesize it. The reactants are: CN1[CH2:7][CH2:6][N:5]([CH2:8][C:9]([NH:11][C:12]2[CH:13]=[C:14]([CH:38]=[C:39]([C:41]([F:44])([F:43])[F:42])[CH:40]=2)[C:15]([NH:17][C:18]2[CH:19]=[C:20]([C:24]3[N:29]4[N:30]=[CH:31][C:32]([C:33]([O:35][CH2:36][CH3:37])=[O:34])=[C:28]4[N:27]=[CH:26][CH:25]=3)[CH:21]=[CH:22][CH:23]=2)=[O:16])=[O:10])[CH2:4][CH2:3]1.ClCC(NC1C=C(C=C(C(F)(F)F)C=1)C(NC1C=C(C2N3N=CC(C(OCC)=O)=C3N=CC=2)C=CC=1)=O)=O.N1CCCC1. (3) The reactants are: C([O:3][C:4]([C:6]1([S:14]([C:17]2[CH:22]=[CH:21][C:20]([O:23][C:24]3[CH:29]=[CH:28][C:27]([Cl:30])=[CH:26][CH:25]=3)=[CH:19][CH:18]=2)(=[O:16])=[O:15])[CH2:11][CH2:10][N:9]([CH2:12][CH3:13])[CH2:8][CH2:7]1)=[O:5])C. Given the product [Cl:30][C:27]1[CH:26]=[CH:25][C:24]([O:23][C:20]2[CH:19]=[CH:18][C:17]([S:14]([C:6]3([C:4]([OH:5])=[O:3])[CH2:11][CH2:10][N:9]([CH2:12][CH3:13])[CH2:8][CH2:7]3)(=[O:15])=[O:16])=[CH:22][CH:21]=2)=[CH:29][CH:28]=1, predict the reactants needed to synthesize it. (4) Given the product [N:1]1[CH:6]=[CH:5][CH:4]=[CH:3][C:2]=1[CH2:7][O:8][CH:9]([CH3:12])[CH2:10][NH:13][C:14]1[N:18]=[CH:17][NH:16][C:15]=1[C:19]([NH2:21])=[O:20], predict the reactants needed to synthesize it. The reactants are: [N:1]1[CH:6]=[CH:5][CH:4]=[CH:3][C:2]=1[CH2:7][O:8][CH:9]([CH3:12])[CH:10]=O.[NH2:13][C:14]1[NH:18][CH:17]=[N:16][C:15]=1[C:19]([NH2:21])=[O:20].C(O)(=O)C.C([BH3-])#N.[Na+]. (5) Given the product [CH3:19][N:17]([CH3:18])[CH2:16][CH2:15][O:14][C:8]1[C:9]([CH:11]([CH3:13])[CH3:12])=[CH:10][C:5]([OH:4])=[C:6]([CH3:20])[CH:7]=1, predict the reactants needed to synthesize it. The reactants are: C([O:4][C:5]1[CH:10]=[C:9]([CH:11]([CH3:13])[CH3:12])[C:8]([O:14][CH2:15][CH2:16][N:17]([CH3:19])[CH3:18])=[CH:7][C:6]=1[CH3:20])(=O)C.[OH-].[Na+]. (6) Given the product [Cl:1][C:2]1[CH:3]=[CH:4][C:5]([OH:17])=[C:6]([CH2:8][C:9]2[S:10][CH:11]=[C:12]([C:14]([O:16][CH2:23][CH3:24])=[O:15])[N:13]=2)[CH:7]=1, predict the reactants needed to synthesize it. The reactants are: [Cl:1][C:2]1[CH:3]=[CH:4][C:5]([OH:17])=[C:6]([CH2:8][C:9]2[S:10][CH:11]=[C:12]([C:14]([OH:16])=[O:15])[N:13]=2)[CH:7]=1.S(=O)(=O)(O)O.[CH2:23](O)[CH3:24].